Dataset: Reaction yield outcomes from USPTO patents with 853,638 reactions. Task: Predict the reaction yield, written as a fraction of the theoretical maximum amount of product (1.0 means a 100% yield; for example, 0.34 means a 34% yield). (1) The reactants are [NH2:1][C:2]1[CH:7]=[CH:6][CH:5]=[CH:4][CH:3]=1.C[Al](C)C.C([NH:15][C:16]1[C:21]([C:22](OCC)=[O:23])=[CH:20][N:19]=[CH:18][N:17]=1)(=O)C. The catalyst is C(Cl)Cl. The product is [NH2:15][C:16]1[C:21]([C:22]([NH:1][C:2]2[CH:7]=[CH:6][CH:5]=[CH:4][CH:3]=2)=[O:23])=[CH:20][N:19]=[CH:18][N:17]=1. The yield is 0.240. (2) The catalyst is O. The yield is 0.600. The reactants are [N+]([O-])(O)=O.[CH3:5][C:6]1[NH:11][C:10](=[O:12])[NH:9][CH:8]([C:13]2[CH:18]=[CH:17][C:16]([CH3:19])=[CH:15][CH:14]=2)[C:7]=1[C:20]([O:22][CH2:23][CH3:24])=[O:21].C(=O)([O-])[O-].[K+].[K+]. The product is [CH3:5][C:6]1[NH:11][C:10](=[O:12])[N:9]=[C:8]([C:13]2[CH:18]=[CH:17][C:16]([CH3:19])=[CH:15][CH:14]=2)[C:7]=1[C:20]([O:22][CH2:23][CH3:24])=[O:21]. (3) The reactants are FC(F)(F)C([NH:5][CH2:6][CH:7]1[CH2:12][CH2:11][N:10]([C:13]2[N:14]=[N:15][CH:16]=[C:17]([C:19]3[CH:28]=[CH:27][C:26]4[C:21](=[CH:22][CH:23]=[CH:24][CH:25]=4)[CH:20]=3)[CH:18]=2)[CH2:9][CH2:8]1)=O.ClC1N=NC(N2CCC(CNC(=O)C(F)(F)F)CC2)=CC=1C1C=CC2C(=CC=CC=2)C=1.C(N(CC)CC)C. The catalyst is CCO.COC(O)C.[Pd]. The product is [CH:20]1[C:21]2[C:26](=[CH:25][CH:24]=[CH:23][CH:22]=2)[CH:27]=[CH:28][C:19]=1[C:17]1[CH:18]=[C:13]([N:10]2[CH2:11][CH2:12][CH:7]([CH2:6][NH2:5])[CH2:8][CH2:9]2)[N:14]=[N:15][CH:16]=1. The yield is 0.590.